Dataset: Forward reaction prediction with 1.9M reactions from USPTO patents (1976-2016). Task: Predict the product of the given reaction. (1) Given the reactants [C:1]([OH:20])(=O)[CH2:2][CH2:3][CH2:4][CH2:5][CH2:6][CH2:7][CH2:8]/[CH:9]=[CH:10]\[CH2:11][CH2:12][CH2:13][CH2:14][CH2:15][CH2:16][CH2:17][CH3:18].[NH2:21][C@H:22]([C:25]([OH:27])=[O:26])[CH2:23][OH:24].C(=O)(O)[O-].[Na+], predict the reaction product. The product is: [C:1]([NH:21][C@H:22]([C:25]([OH:27])=[O:26])[CH2:23][OH:24])(=[O:20])[CH2:2][CH2:3][CH2:4][CH2:5][CH2:6][CH2:7][CH2:8]/[CH:9]=[CH:10]\[CH2:11][CH2:12][CH2:13][CH2:14][CH2:15][CH2:16][CH2:17][CH3:18]. (2) Given the reactants [OH:1][C:2]1[CH:7]=[C:6]([CH3:8])[CH:5]=[CH:4][C:3]=1[C:9](=O)[CH3:10], predict the reaction product. The product is: [CH2:9]([C:3]1[CH:4]=[CH:5][C:6]([CH3:8])=[CH:7][C:2]=1[OH:1])[CH3:10]. (3) The product is: [OH:7][C:16]1[CH:15]=[CH:14][CH:13]=[C:12]2[C:11]=1[CH2:10][CH2:9][C:8]2=[O:17]. Given the reactants [Cl-].[Al+3].[Cl-].[Cl-].[Cl-].[Na+].[O:7]1[C:16]2[C:11](=[CH:12][CH:13]=[CH:14][CH:15]=2)[CH2:10][CH2:9][C:8]1=[O:17], predict the reaction product. (4) The product is: [Cl:1][C:2]1[N:7]=[C:6]([O:28][C:23]2[CH:24]=[CH:25][CH:26]=[CH:27][C:22]=2[N+:19]([O-:21])=[O:20])[C:5]([Cl:9])=[CH:4][N:3]=1. Given the reactants [Cl:1][C:2]1[N:7]=[C:6](Cl)[C:5]([Cl:9])=[CH:4][N:3]=1.CCN(C(C)C)C(C)C.[N+:19]([C:22]1[CH:27]=[CH:26][CH:25]=[CH:24][C:23]=1[OH:28])([O-:21])=[O:20].C(OCC)(=O)C, predict the reaction product. (5) Given the reactants Br[CH2:2][C:3]([C:5]1[CH:6]=[CH:7][C:8]2[S:12](=[O:14])(=[O:13])[CH:11]=[CH:10][C:9]=2[CH:15]=1)=[O:4].Cl.[C@@H:17]12[N:24]([CH2:25][C@@H:26]([C:28]3[C:29]([CH3:38])=[C:30]4[C:34](=[CH:35][CH:36]=3)[C:33](=[O:37])[O:32][CH2:31]4)[OH:27])[C@@H:21](CC1)[CH2:20][NH:19][CH2:18]2.C(N(CC)C(C)C)(C)C, predict the reaction product. The product is: [O:13]=[S:12]1(=[O:14])[C:8]2[CH:7]=[CH:6][C:5]([C:3](=[O:4])[CH2:2][N:19]3[CH2:18][CH2:17][N:24]([CH2:25][C@@H:26]([C:28]4[CH:36]=[CH:35][C:34]5[C:33](=[O:37])[O:32][CH2:31][C:30]=5[C:29]=4[CH3:38])[OH:27])[CH2:21][CH2:20]3)=[CH:15][C:9]=2[CH:10]=[CH:11]1. (6) Given the reactants [NH2:1][CH2:2][CH2:3][CH2:4][N:5]1[C:17]2[C:16]3[CH:15]=[CH:14][CH:13]=[CH:12][C:11]=3[N:10]=[C:9]([NH2:18])[C:8]=2[N:7]=[C:6]1[CH2:19][CH2:20][CH2:21][CH3:22].[CH2:23]([N:26]=[C:27]=[S:28])[CH2:24][CH3:25], predict the reaction product. The product is: [NH2:18][C:9]1[C:8]2[N:7]=[C:6]([CH2:19][CH2:20][CH2:21][CH3:22])[N:5]([CH2:4][CH2:3][CH2:2][NH:1][C:27]([NH:26][CH2:23][CH2:24][CH3:25])=[S:28])[C:17]=2[C:16]2[CH:15]=[CH:14][CH:13]=[CH:12][C:11]=2[N:10]=1.